Task: Regression. Given two drug SMILES strings and cell line genomic features, predict the synergy score measuring deviation from expected non-interaction effect.. Dataset: NCI-60 drug combinations with 297,098 pairs across 59 cell lines (1) Drug 1: C1=CN(C=N1)CC(O)(P(=O)(O)O)P(=O)(O)O. Drug 2: CC1C(C(CC(O1)OC2CC(CC3=C2C(=C4C(=C3O)C(=O)C5=C(C4=O)C(=CC=C5)OC)O)(C(=O)CO)O)N)O.Cl. Cell line: NCIH23. Synergy scores: CSS=38.5, Synergy_ZIP=2.52, Synergy_Bliss=4.44, Synergy_Loewe=-11.2, Synergy_HSA=2.48. (2) Drug 1: CN(C)C1=NC(=NC(=N1)N(C)C)N(C)C. Drug 2: C1CN(CCN1C(=O)CCBr)C(=O)CCBr. Cell line: SK-MEL-2. Synergy scores: CSS=0.738, Synergy_ZIP=5.93, Synergy_Bliss=8.96, Synergy_Loewe=-6.00, Synergy_HSA=-0.158. (3) Drug 1: CC1CCCC2(C(O2)CC(NC(=O)CC(C(C(=O)C(C1O)C)(C)C)O)C(=CC3=CSC(=N3)C)C)C. Drug 2: CC1C(C(CC(O1)OC2CC(CC3=C2C(=C4C(=C3O)C(=O)C5=CC=CC=C5C4=O)O)(C(=O)C)O)N)O. Cell line: SF-295. Synergy scores: CSS=36.3, Synergy_ZIP=0.151, Synergy_Bliss=-0.768, Synergy_Loewe=0.382, Synergy_HSA=0.0819. (4) Drug 1: C1=NC2=C(N=C(N=C2N1C3C(C(C(O3)CO)O)O)F)N. Drug 2: CCCCCOC(=O)NC1=NC(=O)N(C=C1F)C2C(C(C(O2)C)O)O. Cell line: M14. Synergy scores: CSS=0.642, Synergy_ZIP=1.19, Synergy_Bliss=0.808, Synergy_Loewe=-2.27, Synergy_HSA=-2.19. (5) Drug 1: CN1C(=O)N2C=NC(=C2N=N1)C(=O)N. Drug 2: CCC1(CC2CC(C3=C(CCN(C2)C1)C4=CC=CC=C4N3)(C5=C(C=C6C(=C5)C78CCN9C7C(C=CC9)(C(C(C8N6C)(C(=O)OC)O)OC(=O)C)CC)OC)C(=O)OC)O.OS(=O)(=O)O. Cell line: OVCAR-4. Synergy scores: CSS=-0.0140, Synergy_ZIP=0.0881, Synergy_Bliss=1.33, Synergy_Loewe=0.412, Synergy_HSA=-0.444. (6) Drug 1: CS(=O)(=O)C1=CC(=C(C=C1)C(=O)NC2=CC(=C(C=C2)Cl)C3=CC=CC=N3)Cl. Drug 2: COC1=C(C=C2C(=C1)N=CN=C2NC3=CC(=C(C=C3)F)Cl)OCCCN4CCOCC4. Cell line: SNB-19. Synergy scores: CSS=13.5, Synergy_ZIP=-2.15, Synergy_Bliss=2.56, Synergy_Loewe=1.32, Synergy_HSA=2.54. (7) Drug 1: C1CCN(CC1)CCOC2=CC=C(C=C2)C(=O)C3=C(SC4=C3C=CC(=C4)O)C5=CC=C(C=C5)O. Drug 2: CCC1=CC2CC(C3=C(CN(C2)C1)C4=CC=CC=C4N3)(C5=C(C=C6C(=C5)C78CCN9C7C(C=CC9)(C(C(C8N6C)(C(=O)OC)O)OC(=O)C)CC)OC)C(=O)OC.C(C(C(=O)O)O)(C(=O)O)O. Cell line: PC-3. Synergy scores: CSS=31.2, Synergy_ZIP=-0.663, Synergy_Bliss=-2.61, Synergy_Loewe=-21.0, Synergy_HSA=-2.85. (8) Drug 1: CC1=C(N=C(N=C1N)C(CC(=O)N)NCC(C(=O)N)N)C(=O)NC(C(C2=CN=CN2)OC3C(C(C(C(O3)CO)O)O)OC4C(C(C(C(O4)CO)O)OC(=O)N)O)C(=O)NC(C)C(C(C)C(=O)NC(C(C)O)C(=O)NCCC5=NC(=CS5)C6=NC(=CS6)C(=O)NCCC[S+](C)C)O. Drug 2: C(CC(=O)O)C(=O)CN.Cl. Cell line: BT-549. Synergy scores: CSS=14.1, Synergy_ZIP=-9.06, Synergy_Bliss=-4.97, Synergy_Loewe=-4.05, Synergy_HSA=-3.00. (9) Drug 1: C1CC(=O)NC(=O)C1N2CC3=C(C2=O)C=CC=C3N. Drug 2: C1=CC(=CC=C1CC(C(=O)O)N)N(CCCl)CCCl.Cl. Cell line: SNB-19. Synergy scores: CSS=22.5, Synergy_ZIP=-0.964, Synergy_Bliss=6.34, Synergy_Loewe=3.07, Synergy_HSA=3.91.